This data is from Full USPTO retrosynthesis dataset with 1.9M reactions from patents (1976-2016). The task is: Predict the reactants needed to synthesize the given product. (1) Given the product [NH2:15][C:14]1[C:11]2[C:6](=[C:7]([Br:13])[CH:8]=[CH:9][C:10]=2[F:12])[N:5]=[N:4][C:3]=1[C:2]([NH2:1])=[O:16], predict the reactants needed to synthesize it. The reactants are: [NH2:1][C:2](=[O:16])/[C:3](/[C:14]#[N:15])=[N:4]/[NH:5][C:6]1[CH:11]=[C:10]([F:12])[CH:9]=[CH:8][C:7]=1[Br:13].[Al+3].[Cl-].[Cl-].[Cl-].C1(C)C=CC=CC=1.Cl. (2) Given the product [CH2:1]([O:8][CH2:9][CH2:10][CH:11]([NH:12][C:13](=[O:14])[O:15][C:16]([CH3:18])([CH3:17])[CH3:19])[CH2:20][OH:21])[C:2]1[CH:3]=[CH:4][CH:5]=[CH:6][CH:7]=1, predict the reactants needed to synthesize it. The reactants are: [CH2:1]([O:8][CH2:9][CH2:10][C@@H:11]([C:20](OC)=[O:21])[NH:12][C:13]([O:15][C:16]([CH3:19])([CH3:18])[CH3:17])=[O:14])[C:2]1[CH:7]=[CH:6][CH:5]=[CH:4][CH:3]=1.[BH4-].[Na+].C(=O)([O-])[O-].[K+].[K+]. (3) Given the product [CH2:26]([O:33][C:34]1[CH:35]=[CH:36][C:37]([CH3:43])=[C:38]([C:39]([N:20]2[CH2:21][CH2:22][CH:17]([N:15]3[C:14](=[O:23])[C:13]([CH3:25])([CH3:24])[C:12]([C:6]4[CH:7]=[CH:8][C:9]([O:10][CH3:11])=[C:4]([O:3][CH3:2])[CH:5]=4)=[N:16]3)[CH2:18][CH2:19]2)=[O:40])[CH:42]=1)[C:27]1[CH:28]=[CH:29][CH:30]=[CH:31][CH:32]=1, predict the reactants needed to synthesize it. The reactants are: Cl.[CH3:2][O:3][C:4]1[CH:5]=[C:6]([C:12]2[C:13]([CH3:25])([CH3:24])[C:14](=[O:23])[N:15]([CH:17]3[CH2:22][CH2:21][NH:20][CH2:19][CH2:18]3)[N:16]=2)[CH:7]=[CH:8][C:9]=1[O:10][CH3:11].[CH2:26]([O:33][C:34]1[CH:35]=[CH:36][C:37]([CH3:43])=[C:38]([CH:42]=1)[C:39](Cl)=[O:40])[C:27]1[CH:32]=[CH:31][CH:30]=[CH:29][CH:28]=1. (4) Given the product [Cl:8][C:6]1[CH:7]=[C:2]([CH3:32])[C:3](=[O:31])[N:4]([CH2:19][CH2:20][C:21]2[CH:30]=[CH:29][C:24]([C:25]([O:27][CH3:28])=[O:26])=[CH:23][CH:22]=2)[C:5]=1[CH2:9][O:10][C:11]1[CH:16]=[CH:15][CH:14]=[C:13]([CH2:17][CH3:18])[CH:12]=1, predict the reactants needed to synthesize it. The reactants are: Br[C:2]1[C:3](=[O:31])[N:4]([CH2:19][CH2:20][C:21]2[CH:30]=[CH:29][C:24]([C:25]([O:27][CH3:28])=[O:26])=[CH:23][CH:22]=2)[C:5]([CH2:9][O:10][C:11]2[CH:16]=[CH:15][CH:14]=[C:13]([CH2:17][CH3:18])[CH:12]=2)=[C:6]([Cl:8])[CH:7]=1.[CH3:32]OB(O)O.C(=O)([O-])[O-].[Cs+].[Cs+]. (5) Given the product [Br:23][C:24]1[CH:29]=[C:28]([N:15]2[C:16]3[C:12](=[CH:11][C:10]([CH2:9][O:8][Si:1]([C:4]([CH3:7])([CH3:6])[CH3:5])([CH3:3])[CH3:2])=[CH:18][CH:17]=3)[C:13]([C:19]([O:21][CH3:22])=[O:20])=[N:14]2)[CH:27]=[CH:26][CH:25]=1, predict the reactants needed to synthesize it. The reactants are: [Si:1]([O:8][CH2:9][C:10]1[CH:11]=[C:12]2[C:16](=[CH:17][CH:18]=1)[NH:15][N:14]=[C:13]2[C:19]([O:21][CH3:22])=[O:20])([C:4]([CH3:7])([CH3:6])[CH3:5])([CH3:3])[CH3:2].[Br:23][C:24]1[CH:25]=[C:26](B(O)O)[CH:27]=[CH:28][CH:29]=1. (6) Given the product [F:1][C:2]1[C:3]([F:13])=[C:4]([F:12])[C:5]2[S:9][C:8](=[N:10][C:19](=[O:20])[C:18]3[CH:22]=[CH:23][C:15]([F:14])=[CH:16][CH:17]=3)[N:7]([CH:25]([CH2:30][CH3:31])[C:26]([OH:28])=[O:27])[C:6]=2[CH:11]=1, predict the reactants needed to synthesize it. The reactants are: [F:1][C:2]1[C:3]([F:13])=[C:4]([F:12])[C:5]2[S:9][C:8]([NH2:10])=[N:7][C:6]=2[CH:11]=1.[F:14][C:15]1[CH:23]=[CH:22][C:18]([C:19](Cl)=[O:20])=[CH:17][CH:16]=1.Br[CH:25]([CH2:30][CH3:31])[C:26]([O:28]C)=[O:27].COC1C=CC2N=C(N)SC=2C=1.ClC1C=C(C=CC=1)C(Cl)=O.BrCC(OCC)=O.